This data is from Reaction yield outcomes from USPTO patents with 853,638 reactions. The task is: Predict the reaction yield, written as a fraction of the theoretical maximum amount of product (1.0 means a 100% yield; for example, 0.34 means a 34% yield). (1) The reactants are [Cl:1][C:2]1[CH:10]=[CH:9][CH:8]=[C:7]2[C:3]=1[CH:4]([C:22]1[C:27]([OH:28])=[CH:26][CH:25]=[C:24]([O:29][CH3:30])[N:23]=1)[C:5](=[O:21])[N:6]2[CH2:11][C:12]1[O:13][C:14]([C:17]([F:20])([F:19])[F:18])=[CH:15][CH:16]=1.[CH2:31]=[O:32].[OH-].[Na+]. The catalyst is O.O1CCCC1.O. The product is [Cl:1][C:2]1[CH:10]=[CH:9][CH:8]=[C:7]2[C:3]=1[C:4]([C:22]1[C:27]([OH:28])=[CH:26][CH:25]=[C:24]([O:29][CH3:30])[N:23]=1)([CH2:31][OH:32])[C:5](=[O:21])[N:6]2[CH2:11][C:12]1[O:13][C:14]([C:17]([F:19])([F:20])[F:18])=[CH:15][CH:16]=1. The yield is 0.940. (2) The reactants are [F:1][C:2]1[CH:3]=[CH:4][C:5]([CH3:19])=[C:6]([C:8]2[CH:17]=[C:16]3[C:11]([CH:12]=[C:13]([NH2:18])[N:14]=[CH:15]3)=[CH:10][CH:9]=2)[CH:7]=1.C(N(CC)C(C)C)(C)C.[F:29][C:30]([F:41])([F:40])[C:31](O[C:31](=[O:32])[C:30]([F:41])([F:40])[F:29])=[O:32].O. The catalyst is ClCCl. The product is [F:29][C:30]([F:41])([F:40])[C:31]([NH:18][C:13]1[N:14]=[CH:15][C:16]2[C:11]([CH:12]=1)=[CH:10][CH:9]=[C:8]([C:6]1[CH:7]=[C:2]([F:1])[CH:3]=[CH:4][C:5]=1[CH3:19])[CH:17]=2)=[O:32]. The yield is 0.414. (3) The reactants are [C:1]([C:5]1[N:10]=[C:9]([N:11]2[CH2:16][CH2:15][N:14]([CH2:17][CH2:18][CH2:19][CH2:20][NH2:21])[CH2:13][CH2:12]2)[CH:8]=[C:7]([C:22]([F:25])([F:24])[F:23])[N:6]=1)([CH3:4])([CH3:3])[CH3:2].C1N=CN([C:31](N2C=NC=C2)=[O:32])C=1.[CH:38]1([CH2:41][N:42]2[CH2:47][CH2:46][NH:45][CH2:44][CH2:43]2)[CH2:40][CH2:39]1. The catalyst is C(Cl)(Cl)Cl.CO. The product is [C:1]([C:5]1[N:10]=[C:9]([N:11]2[CH2:16][CH2:15][N:14]([CH2:17][CH2:18][CH2:19][CH2:20][NH:21][C:31]([N:45]3[CH2:46][CH2:47][N:42]([CH2:41][CH:38]4[CH2:40][CH2:39]4)[CH2:43][CH2:44]3)=[O:32])[CH2:13][CH2:12]2)[CH:8]=[C:7]([C:22]([F:24])([F:25])[F:23])[N:6]=1)([CH3:4])([CH3:2])[CH3:3]. The yield is 0.360. (4) The reactants are [N:1]1[CH:2]=[CH:3][N:4]2[CH:9]=[CH:8][CH:7]=[C:6]([C:10]#[N:11])[C:5]=12.[I:12]N1C(=O)CCC1=O. The catalyst is ClCCl. The product is [I:12][C:3]1[N:4]2[CH:9]=[CH:8][CH:7]=[C:6]([C:10]#[N:11])[C:5]2=[N:1][CH:2]=1. The yield is 0.800. (5) The reactants are [F:1][C:2]1[CH:7]=[C:6]([CH:8]=[O:9])[CH:5]=[CH:4][C:3]=1[C:10]1[CH:15]=[CH:14][CH:13]=[CH:12][CH:11]=1.[BH4-].[Na+].[OH-].[Na+]. The catalyst is C(O)C. The product is [F:1][C:2]1[CH:7]=[C:6]([CH2:8][OH:9])[CH:5]=[CH:4][C:3]=1[C:10]1[CH:11]=[CH:12][CH:13]=[CH:14][CH:15]=1. The yield is 0.800.